The task is: Predict the product of the given reaction.. This data is from Forward reaction prediction with 1.9M reactions from USPTO patents (1976-2016). (1) Given the reactants [Cl:1][C:2]1[CH:3]=[CH:4][C:5]([O:20][CH3:21])=[C:6]([C:8]2[N:16]3[C:11]([CH:12]=[N:13][C:14](S(C)=O)=[N:15]3)=[CH:10][CH:9]=2)[CH:7]=1.[CH3:22][O:23][C:24]1[CH:25]=[C:26]([CH:28]=[CH:29][C:30]=1[O:31][CH3:32])[NH2:27], predict the reaction product. The product is: [Cl:1][C:2]1[CH:3]=[CH:4][C:5]([O:20][CH3:21])=[C:6]([C:8]2[N:16]3[C:11]([CH:12]=[N:13][C:14]([NH:27][C:26]4[CH:28]=[CH:29][C:30]([O:31][CH3:32])=[C:24]([O:23][CH3:22])[CH:25]=4)=[N:15]3)=[CH:10][CH:9]=2)[CH:7]=1. (2) Given the reactants [CH3:1][O:2][C:3]1[C:4]([NH2:11])=[C:5]([CH:8]=[CH:9][CH:10]=1)[CH:6]=O.[C:12]([C:16]1[CH:21]=[CH:20][CH:19]=[CH:18][CH:17]=1)(=O)[CH2:13][CH3:14].[OH-].[K+], predict the reaction product. The product is: [C:16]1([C:12]2[C:13]([CH3:14])=[CH:6][C:5]3[C:4](=[C:3]([O:2][CH3:1])[CH:10]=[CH:9][CH:8]=3)[N:11]=2)[CH:21]=[CH:20][CH:19]=[CH:18][CH:17]=1.